From a dataset of Catalyst prediction with 721,799 reactions and 888 catalyst types from USPTO. Predict which catalyst facilitates the given reaction. (1) Reactant: [NH2:1][C:2]1[CH:10]=[CH:9][C:5]([C:6]([OH:8])=[O:7])=[CH:4][C:3]=1[OH:11].N1C=CC=CC=1.[Cl:18][C:19]1[CH:27]=[CH:26][C:22]([C:23](Cl)=[O:24])=[CH:21][N:20]=1. Product: [Cl:18][C:19]1[N:20]=[CH:21][C:22]([C:23]([NH:1][C:2]2[CH:10]=[CH:9][C:5]([C:6]([OH:8])=[O:7])=[CH:4][C:3]=2[OH:11])=[O:24])=[CH:26][CH:27]=1. The catalyst class is: 1. (2) The catalyst class is: 73. Reactant: Br[C:2]1[CH:11]=[CH:10][C:9]2[C:4](=[CH:5][CH:6]=[CH:7][CH:8]=2)[N:3]=1.[CH3:12][O:13][C:14]1[CH:15]=[C:16](B(O)O)[CH:17]=[CH:18][CH:19]=1.C([O-])([O-])=O.[K+].[K+]. Product: [N:3]1[C:4]2[C:9](=[CH:8][CH:7]=[CH:6][CH:5]=2)[CH:10]=[CH:11][C:2]=1[C:18]1[CH:19]=[C:14]([OH:13])[CH:15]=[CH:16][CH:17]=1.[CH3:12][O:13][C:14]1[CH:19]=[C:18]([C:2]2[CH:11]=[CH:10][C:9]3[C:4](=[CH:5][CH:6]=[CH:7][CH:8]=3)[N:3]=2)[CH:17]=[CH:16][CH:15]=1. (3) Reactant: Cl.[NH2:2][C@H:3]([CH2:21][OH:22])[CH2:4][C:5]1[CH:10]=[CH:9][C:8]([NH:11][C:12]([NH:14][C:15]2[CH:20]=[CH:19][CH:18]=[CH:17][CH:16]=2)=[O:13])=[CH:7][CH:6]=1.[Cl:23][C:24]1[CH:25]=[C:26]([CH:30]=[CH:31][CH:32]=1)[C@H:27]1[O:29][CH2:28]1.C(N(CC)C(C)C)(C)C. Product: [Cl:23][C:24]1[CH:25]=[C:26]([C@@H:27]([OH:29])[CH2:28][NH:2][C@H:3]([CH2:21][OH:22])[CH2:4][C:5]2[CH:6]=[CH:7][C:8]([NH:11][C:12]([NH:14][C:15]3[CH:16]=[CH:17][CH:18]=[CH:19][CH:20]=3)=[O:13])=[CH:9][CH:10]=2)[CH:30]=[CH:31][CH:32]=1. The catalyst class is: 8. (4) Reactant: Br[C:2]1[CH:7]=[CH:6][C:5]([C:8]2[N:9]=[N:10][C:11]([C:14]3[C:19]([F:20])=[CH:18][CH:17]=[CH:16][C:15]=3[F:21])=[CH:12][N:13]=2)=[CH:4][CH:3]=1.[F:22][C:23]([F:36])([F:35])[O:24][C:25]1[CH:30]=[CH:29][C:28](OB(O)O)=[CH:27][CH:26]=1.C(=O)([O-])O.[Na+].[OH-].[Na+]. Product: [F:21][C:15]1[CH:16]=[CH:17][CH:18]=[C:19]([F:20])[C:14]=1[C:11]1[N:10]=[N:9][C:8]([C:5]2[CH:6]=[CH:7][C:2]([C:28]3[CH:27]=[CH:26][C:25]([O:24][C:23]([F:22])([F:35])[F:36])=[CH:30][CH:29]=3)=[CH:3][CH:4]=2)=[N:13][CH:12]=1. The catalyst class is: 600.